Task: Predict the product of the given reaction.. Dataset: Forward reaction prediction with 1.9M reactions from USPTO patents (1976-2016) (1) Given the reactants P(Cl)(Cl)([Cl:3])=O.[C:6]1([S:12]([CH2:15][C:16]2[CH:17]=[C:18]3[C:22](=[CH:23][CH:24]=2)[NH:21][C:20]2=[N+:25]([O-])[CH:26]=[CH:27][CH:28]=[C:19]32)(=[O:14])=[O:13])[CH:11]=[CH:10][CH:9]=[CH:8][CH:7]=1, predict the reaction product. The product is: [Cl:3][C:28]1[C:19]2[C:18]3[C:22](=[CH:23][CH:24]=[C:16]([CH2:15][S:12]([C:6]4[CH:11]=[CH:10][CH:9]=[CH:8][CH:7]=4)(=[O:14])=[O:13])[CH:17]=3)[NH:21][C:20]=2[N:25]=[CH:26][CH:27]=1. (2) Given the reactants Cl[C:2]1[CH:29]=[CH:28][C:5]([C:6]([NH:8][CH2:9][C:10]2[C:19](=[O:20])[C:18]3[C:13](=[CH:14][C:15]([Cl:21])=[CH:16][CH:17]=3)[N:12]([C:22]3[CH:27]=[CH:26][CH:25]=[CH:24][CH:23]=3)[CH:11]=2)=[O:7])=[CH:4][N:3]=1.[CH3:30][N:31]1[CH2:37][CH2:36][CH2:35][NH:34][CH2:33][CH2:32]1, predict the reaction product. The product is: [Cl:21][C:15]1[CH:14]=[C:13]2[C:18]([C:19](=[O:20])[C:10]([CH2:9][NH:8][C:6](=[O:7])[C:5]3[CH:28]=[CH:29][C:2]([N:34]4[CH2:35][CH2:36][CH2:37][N:31]([CH3:30])[CH2:32][CH2:33]4)=[N:3][CH:4]=3)=[CH:11][N:12]2[C:22]2[CH:27]=[CH:26][CH:25]=[CH:24][CH:23]=2)=[CH:17][CH:16]=1. (3) The product is: [O:11]=[C:4]1[C:5]2[C:10](=[CH:9][CH:8]=[CH:7][CH:6]=2)[C:2](=[O:1])[N:3]1[C@@H:12]([CH2:23][CH:24]([F:43])[CH2:25][I:46])[C:13]([O:15][CH2:16][C:17]1[CH:22]=[CH:21][CH:20]=[CH:19][CH:18]=1)=[O:14]. Given the reactants [O:1]=[C:2]1[C:10]2[C:5](=[CH:6][CH:7]=[CH:8][CH:9]=2)[C:4](=[O:11])[N:3]1[C@@H:12]([CH2:23][CH:24]=[CH2:25])[C:13]([O:15][CH2:16][C:17]1[CH:22]=[CH:21][CH:20]=[CH:19][CH:18]=1)=[O:14].CCCC[N+](CCCC)(CCCC)CCCC.[FH:43].F.[F-].[I:46]N1C(=O)CCC1=O, predict the reaction product. (4) The product is: [CH2:1]([C@@H:8]1[C@@H:16]([O:17][CH2:18][CH2:19][CH:20]([O:22][CH3:33])[CH3:21])[C@H:15]([CH3:23])[O:14][C:13](=[O:24])[C@@H:12]([NH:25][C:26](=[O:32])[O:27][C:28]([CH3:30])([CH3:29])[CH3:31])[CH2:11][O:10][CH2:9]1)[C:2]1[CH:3]=[CH:4][CH:5]=[CH:6][CH:7]=1. Given the reactants [CH2:1]([C@@H:8]1[C@@H:16]([O:17][CH2:18][CH2:19][CH:20]([OH:22])[CH3:21])[C@H:15]([CH3:23])[O:14][C:13](=[O:24])[C@@H:12]([NH:25][C:26](=[O:32])[O:27][C:28]([CH3:31])([CH3:30])[CH3:29])[CH2:11][O:10][CH2:9]1)[C:2]1[CH:7]=[CH:6][CH:5]=[CH:4][CH:3]=1.[CH3:33]N(C1C2C(N(C)C)=CC=CC=2C=CC=1)C.F[B-](F)(F)F.C[O+](C)C.C([O-])(O)=O.[Na+], predict the reaction product. (5) The product is: [C:1]([NH:38][C@H:39]([CH2:43][OH:44])[CH:40]([CH3:42])[CH3:41])(=[O:20])[CH2:2][CH2:3][CH2:4][CH2:5][CH2:6][CH2:7][CH2:8]/[CH:9]=[CH:10]\[CH2:11][CH2:12][CH2:13][CH2:14][CH2:15][CH2:16][CH2:17][CH3:18]. Given the reactants [C:1]([OH:20])(=O)[CH2:2][CH2:3][CH2:4][CH2:5][CH2:6][CH2:7][CH2:8]/[CH:9]=[CH:10]\[CH2:11][CH2:12][CH2:13][CH2:14][CH2:15][CH2:16][CH2:17][CH3:18].C1CCC(N=C=NC2CCCCC2)CC1.CO.[NH2:38][C@H:39]([CH2:43][OH:44])[CH:40]([CH3:42])[CH3:41], predict the reaction product.